Task: Regression. Given two drug SMILES strings and cell line genomic features, predict the synergy score measuring deviation from expected non-interaction effect.. Dataset: Merck oncology drug combination screen with 23,052 pairs across 39 cell lines (1) Drug 1: COc1cccc2c1C(=O)c1c(O)c3c(c(O)c1C2=O)CC(O)(C(=O)CO)CC3OC1CC(N)C(O)C(C)O1. Drug 2: CC1(c2nc3c(C(N)=O)cccc3[nH]2)CCCN1. Cell line: COLO320DM. Synergy scores: synergy=4.59. (2) Drug 1: Cn1nnc2c(C(N)=O)ncn2c1=O. Drug 2: C=CCn1c(=O)c2cnc(Nc3ccc(N4CCN(C)CC4)cc3)nc2n1-c1cccc(C(C)(C)O)n1. Cell line: NCIH460. Synergy scores: synergy=6.40. (3) Drug 1: C#Cc1cccc(Nc2ncnc3cc(OCCOC)c(OCCOC)cc23)c1. Drug 2: CC(C)CC(NC(=O)C(Cc1ccccc1)NC(=O)c1cnccn1)B(O)O. Cell line: LNCAP. Synergy scores: synergy=-17.8. (4) Drug 2: CC(C)CC(NC(=O)C(Cc1ccccc1)NC(=O)c1cnccn1)B(O)O. Drug 1: Cn1nnc2c(C(N)=O)ncn2c1=O. Synergy scores: synergy=-10.8. Cell line: A2780. (5) Drug 1: O=S1(=O)NC2(CN1CC(F)(F)F)C1CCC2Cc2cc(C=CCN3CCC(C(F)(F)F)CC3)ccc2C1. Drug 2: CCC1(O)C(=O)OCc2c1cc1n(c2=O)Cc2cc3c(CN(C)C)c(O)ccc3nc2-1. Cell line: SKMES1. Synergy scores: synergy=50.4. (6) Drug 1: COc1cc(C2c3cc4c(cc3C(OC3OC5COC(C)OC5C(O)C3O)C3COC(=O)C23)OCO4)cc(OC)c1O. Drug 2: CC(C)CC(NC(=O)C(Cc1ccccc1)NC(=O)c1cnccn1)B(O)O. Cell line: A427. Synergy scores: synergy=-14.1.